This data is from Forward reaction prediction with 1.9M reactions from USPTO patents (1976-2016). The task is: Predict the product of the given reaction. (1) Given the reactants [NH:1]([C:3]1[N:8]=[CH:7][CH:6]=[CH:5][N:4]=1)[NH2:2].C(N(CC)CC)C.C[O:17][C:18](=O)[N:19]=[C:20](SC)[C:21]([C:35]1[CH:40]=[C:39]([O:41][CH3:42])[C:38]([O:43][CH3:44])=[C:37]([CH:45]([OH:47])[CH3:46])[CH:36]=1)=[N:22][C:23]1[CH:28]=[CH:27][C:26]([C:29]2[N:33]=[C:32]([CH3:34])[O:31][N:30]=2)=[CH:25][CH:24]=1, predict the reaction product. The product is: [OH:47][CH:45]([C:37]1[CH:36]=[C:35]([CH:21]([NH:22][C:23]2[CH:28]=[CH:27][C:26]([C:29]3[N:33]=[C:32]([CH3:34])[O:31][N:30]=3)=[CH:25][CH:24]=2)[CH:20]2[NH:2][N:1]([C:3]3[N:8]=[CH:7][CH:6]=[CH:5][N:4]=3)[C:18](=[O:17])[NH:19]2)[CH:40]=[C:39]([O:41][CH3:42])[C:38]=1[O:43][CH3:44])[CH3:46]. (2) Given the reactants C[O:2][C:3](=[O:12])[C:4]1[CH:9]=[C:8]([Br:10])[CH:7]=[CH:6][C:5]=1[OH:11].I[CH2:14][CH2:15][CH2:16][CH2:17][CH2:18][CH2:19][CH3:20].C(=O)([O-])[O-].[K+].[K+], predict the reaction product. The product is: [Br:10][C:8]1[CH:7]=[CH:6][C:5]([O:11][CH2:14][CH2:15][CH2:16][CH2:17][CH2:18][CH2:19][CH3:20])=[C:4]([CH:9]=1)[C:3]([OH:2])=[O:12]. (3) Given the reactants [Br:1][C:2]1[N:7]=[C:6]([NH2:8])[CH:5]=[CH:4][C:3]=1[Cl:9].[CH3:10][C:11]1([CH3:19])[CH2:16][CH:15]([CH:17]=O)[CH2:14][CH2:13][O:12]1.C(O)(=O)C.[BH-](OC(C)=O)(OC(C)=O)OC(C)=O.[Na+], predict the reaction product. The product is: [Br:1][C:2]1[N:7]=[C:6]([NH:8][CH2:17][CH:15]2[CH2:14][CH2:13][O:12][C:11]([CH3:19])([CH3:10])[CH2:16]2)[CH:5]=[CH:4][C:3]=1[Cl:9].